From a dataset of Forward reaction prediction with 1.9M reactions from USPTO patents (1976-2016). Predict the product of the given reaction. Given the reactants [N:1]1[CH:6]=[CH:5][CH:4]=[C:3](B(O)O)[CH:2]=1.P([O-])([O-])([O-])=O.[K+].[K+].[K+].Cl[C:19]1[CH:24]=[C:23]([CH3:25])[CH:22]=[CH:21][N:20]=1.CCOC(C)=O, predict the reaction product. The product is: [CH3:25][C:23]1[CH:22]=[CH:21][N:20]=[C:19]([C:3]2[CH:2]=[N:1][CH:6]=[CH:5][CH:4]=2)[CH:24]=1.